This data is from Forward reaction prediction with 1.9M reactions from USPTO patents (1976-2016). The task is: Predict the product of the given reaction. Given the reactants [CH2:1]([N:8]1[CH2:13][CH2:12][N:11]([CH2:14][CH:15]2[O:20][CH2:19][CH2:18][N:17](C(OC(C)(C)C)=O)[CH2:16]2)[CH2:10][CH2:9]1)[C:2]1[CH:7]=[CH:6][CH:5]=[CH:4][CH:3]=1.FC(F)(F)C(O)=O, predict the reaction product. The product is: [CH2:1]([N:8]1[CH2:9][CH2:10][N:11]([CH2:14][CH:15]2[O:20][CH2:19][CH2:18][NH:17][CH2:16]2)[CH2:12][CH2:13]1)[C:2]1[CH:3]=[CH:4][CH:5]=[CH:6][CH:7]=1.